From a dataset of Forward reaction prediction with 1.9M reactions from USPTO patents (1976-2016). Predict the product of the given reaction. (1) Given the reactants [CH2:1]([N:8]1[CH2:13][CH2:12][N:11](C(OC(C)(C)C)=O)[C@H:10]([CH2:21][C:22]2[O:23][C:24]([C:27]3[CH:32]=[CH:31][CH:30]=[CH:29][CH:28]=3)=[N:25][N:26]=2)[CH2:9]1)[C:2]1[CH:7]=[CH:6][CH:5]=[CH:4][CH:3]=1.C(O)(C(F)(F)F)=O.C(=O)([O-])O.[Na+].C(=O)([O-])[O-].[K+].[K+].[Cl-].[Na+], predict the reaction product. The product is: [CH2:1]([N:8]1[CH2:13][CH2:12][NH:11][C@H:10]([CH2:21][C:22]2[O:23][C:24]([C:27]3[CH:32]=[CH:31][CH:30]=[CH:29][CH:28]=3)=[N:25][N:26]=2)[CH2:9]1)[C:2]1[CH:3]=[CH:4][CH:5]=[CH:6][CH:7]=1. (2) Given the reactants Cl[C:2]1[C:14]2[C:13]3[C:8](=[CH:9][C:10]([C:17]4[C:18]([CH3:23])=[N:19][O:20][C:21]=4[CH3:22])=[C:11]([O:15][CH3:16])[CH:12]=3)[NH:7][C:6]=2[N:5]=[C:4]([CH3:24])[N:3]=1.[C:25]([Si:29]([CH3:52])([CH3:51])[O:30][CH2:31][C:32]1[C:41]2[C:36](=[CH:37][CH:38]=[CH:39][CH:40]=2)[C:35](B2OC(C)(C)C(C)(C)O2)=[CH:34][CH:33]=1)([CH3:28])([CH3:27])[CH3:26].C([O-])([O-])=O.[Na+].[Na+], predict the reaction product. The product is: [Si:29]([O:30][CH2:31][C:32]1[C:41]2[C:36](=[CH:37][CH:38]=[CH:39][CH:40]=2)[C:35]([C:2]2[C:14]3[C:13]4[C:8](=[CH:9][C:10]([C:17]5[C:18]([CH3:23])=[N:19][O:20][C:21]=5[CH3:22])=[C:11]([O:15][CH3:16])[CH:12]=4)[NH:7][C:6]=3[N:5]=[C:4]([CH3:24])[N:3]=2)=[CH:34][CH:33]=1)([C:25]([CH3:28])([CH3:27])[CH3:26])([CH3:52])[CH3:51]. (3) The product is: [Cl:1][C:2]1[CH:7]=[C:6]([Cl:8])[CH:5]=[CH:4][C:3]=1[C:9]1[CH:14]=[CH:13][C:12]([C:15](=[O:21])[CH2:16][CH2:17][CH2:18][CH2:19][CH2:20][OH:23])=[CH:11][CH:10]=1. Given the reactants [Cl:1][C:2]1[CH:7]=[C:6]([Cl:8])[CH:5]=[CH:4][C:3]=1[C:9]1[CH:14]=[CH:13][C:12]([C:15](=[O:21])[CH2:16][CH2:17][CH2:18][CH:19]=[CH2:20])=[CH:11][CH:10]=1.B(O[O-])=[O:23].[Na+].O, predict the reaction product. (4) Given the reactants [CH:1]([C:4]1[CH:12]=[CH:11][C:7]([C:8]([OH:10])=O)=[C:6]([CH3:13])[CH:5]=1)([CH3:3])[CH3:2].Cl.CN(C)CCCN=C=NCC.C(N(CC)CC)C.[NH2:33][CH2:34][C:35]1[C:36]([OH:43])=[N:37][C:38]([CH3:42])=[CH:39][C:40]=1[CH3:41], predict the reaction product. The product is: [OH:43][C:36]1[C:35]([CH2:34][NH:33][C:8](=[O:10])[C:7]2[CH:11]=[CH:12][C:4]([CH:1]([CH3:2])[CH3:3])=[CH:5][C:6]=2[CH3:13])=[C:40]([CH3:41])[CH:39]=[C:38]([CH3:42])[N:37]=1. (5) Given the reactants Cl.[F:2][C:3]1[C:4]([C:15]([F:18])([F:17])[F:16])=[C:5]([CH:9]2[CH2:14][CH2:13][NH:12][CH2:11][CH2:10]2)[CH:6]=[CH:7][CH:8]=1.[C:19]([O:23][C:24](C1NCC2NN=C(C(O)=O)C=2C1)=[O:25])([CH3:22])([CH3:21])[CH3:20].C([N:41]([CH:44](C)C)CC)(C)C.CCN=C=NCCCN(C)C.[CH:58]1[CH:59]=[CH:60][C:61]2N(O)[N:65]=[N:64][C:62]=2[CH:63]=1.CN(C=[O:72])C, predict the reaction product. The product is: [F:2][C:3]1[C:4]([C:15]([F:18])([F:16])[F:17])=[C:5]([CH:9]2[CH2:10][CH2:11][N:12]([C:63]([C:62]3[C:61]4[CH2:44][N:41]([C:24]([O:23][C:19]([CH3:20])([CH3:21])[CH3:22])=[O:25])[CH2:58][CH2:59][C:60]=4[NH:65][N:64]=3)=[O:72])[CH2:13][CH2:14]2)[CH:6]=[CH:7][CH:8]=1.